Predict which catalyst facilitates the given reaction. From a dataset of Catalyst prediction with 721,799 reactions and 888 catalyst types from USPTO. (1) Reactant: [Cl:1][C:2]1[CH:7]=[C:6]([Cl:8])[CH:5]=[CH:4][C:3]=1[C:9]1[N:10]=[C:11]([C@@H:14]([NH:23][C:24]([C@H:26]2[CH2:31][CH2:30][C@H:29]([CH2:32][CH3:33])[CH2:28][CH2:27]2)=[O:25])[CH2:15][C:16]2[CH:21]=[CH:20][C:19]([OH:22])=[CH:18][CH:17]=2)[NH:12][CH:13]=1.[CH2:34](Br)[C:35]#[CH:36]. Product: [Cl:1][C:2]1[CH:7]=[C:6]([Cl:8])[CH:5]=[CH:4][C:3]=1[C:9]1[N:10]=[C:11]([C@@H:14]([NH:23][C:24]([C@H:26]2[CH2:27][CH2:28][C@H:29]([CH2:32][CH3:33])[CH2:30][CH2:31]2)=[O:25])[CH2:15][C:16]2[CH:21]=[CH:20][C:19]([OH:22])=[CH:18][CH:17]=2)[N:12]([CH2:36][C:35]#[CH:34])[CH:13]=1. The catalyst class is: 28. (2) Reactant: C(OC([NH:6][C:7]([NH2:9])=S)=O)C.[CH3:10][O:11][C:12]1[CH:13]=[CH:14][C:15]([NH2:18])=[N:16][CH:17]=1.Cl.NO.CCN(C(C)C)C(C)C. Product: [CH3:10][O:11][C:12]1[CH:13]=[CH:14][C:15]2[N:16]([N:6]=[C:7]([NH2:9])[N:18]=2)[CH:17]=1. The catalyst class is: 357. (3) Reactant: C[O:2][C:3](=O)[CH2:4][C:5]1[C:14]([Cl:15])=[CH:13][CH:12]=[C:11]2[C:6]=1[CH:7]=[C:8]([CH2:16][N:17]([CH3:19])[CH3:18])[CH:9]=[N:10]2.[NH3:21]. Product: [Cl:15][C:14]1[C:5]([CH2:4][C:3]([NH2:21])=[O:2])=[C:6]2[C:11](=[CH:12][CH:13]=1)[N:10]=[CH:9][C:8]([CH2:16][N:17]([CH3:19])[CH3:18])=[CH:7]2. The catalyst class is: 5. (4) Reactant: [F:1][C:2]1[CH:21]=[CH:20][C:5]2[C:6]([C:9]3[CH:14]=[CH:13][CH:12]=[C:11]([O:15][CH2:16][C@H:17]4[CH2:19][O:18]4)[CH:10]=3)=[N:7][O:8][C:4]=2[CH:3]=1.C(O)C.[CH2:25]1[C:33]2[C:28](=[CH:29][CH:30]=[CH:31][CH:32]=2)[C@H:27]([NH2:34])[C@@H:26]1[OH:35]. Product: [F:1][C:2]1[CH:21]=[CH:20][C:5]2[C:6]([C:9]3[CH:10]=[C:11]([CH:12]=[CH:13][CH:14]=3)[O:15][CH2:16][CH:17]([OH:18])[CH2:19][NH:34][C@@H:27]3[C:28]4[C:33](=[CH:32][CH:31]=[CH:30][CH:29]=4)[CH2:25][CH:26]3[OH:35])=[N:7][O:8][C:4]=2[CH:3]=1. The catalyst class is: 68. (5) Reactant: C(=O)([O-])[O-].[K+].[K+].[CH3:7][O:8][C:9]1[CH:14]=[CH:13][C:12]([CH:15]2[O:20][C@H:19]3[CH2:21][C@H:22]([N:24]4[C:28]5[N:29]=[CH:30][N:31]=[C:32]([CH3:33])[C:27]=5[C:26]([C:34]#[C:35][Si](C)(C)C)=[CH:25]4)[CH2:23][C@H:18]3[CH2:17][O:16]2)=[CH:11][CH:10]=1. Product: [C:34]([C:26]1[C:27]2[C:32]([CH3:33])=[N:31][CH:30]=[N:29][C:28]=2[N:24]([C@H:22]2[CH2:21][C@@H:19]3[O:20][CH:15]([C:12]4[CH:11]=[CH:10][C:9]([O:8][CH3:7])=[CH:14][CH:13]=4)[O:16][CH2:17][C@@H:18]3[CH2:23]2)[CH:25]=1)#[CH:35]. The catalyst class is: 191.